This data is from Serine/threonine kinase 33 screen with 319,792 compounds. The task is: Binary Classification. Given a drug SMILES string, predict its activity (active/inactive) in a high-throughput screening assay against a specified biological target. (1) The drug is O=C(NC(C)C)C(N(c1cc(ccc1)C)C(=O)CCC(=O)Nc1ncccc1)c1ccc(O)cc1. The result is 0 (inactive). (2) The drug is S(=O)(=O)(N1CCC(CC1)C(=O)N1CCN(CC1)C(OCC)=O)N1CCCC1. The result is 0 (inactive). (3) The drug is Clc1cc(NC(=O)C(OC(=O)Cn2cc(ccc2=O)C(F)(F)F)C)c(OC)cc1. The result is 0 (inactive). (4) The molecule is o1c(c(C(=O)NCCCN(CCCC)c2ccccc2)c(cc1=O)C)C. The result is 0 (inactive). (5) The molecule is S(=O)(=O)(Nc1cc2c(oc(=O)c(NC(=O)C)c2)cc1)c1ccc(cc1)C. The result is 0 (inactive). (6) The compound is S(=O)(=O)(N1CCOCC1)c1cc(NC(=O)CSCc2ccc(cc2)C)c(OCC)cc1. The result is 0 (inactive).